This data is from Full USPTO retrosynthesis dataset with 1.9M reactions from patents (1976-2016). The task is: Predict the reactants needed to synthesize the given product. (1) Given the product [CH:29]1[C:30]2[C:25](=[C:24]([NH:23][C:11](=[O:13])/[CH:10]=[C:9](/[C:6]3[CH:5]=[CH:4][C:3]([C:2]([F:1])([F:16])[F:15])=[CH:8][CH:7]=3)\[CH3:14])[CH:33]=[CH:32][CH:31]=2)[CH:26]=[CH:27][N:28]=1, predict the reactants needed to synthesize it. The reactants are: [F:1][C:2]([F:16])([F:15])[C:3]1[CH:8]=[CH:7][C:6](/[C:9](/[CH3:14])=[CH:10]/[C:11]([OH:13])=O)=[CH:5][CH:4]=1.C(Cl)(=O)C(Cl)=O.[NH2:23][C:24]1[CH:33]=[CH:32][CH:31]=[C:30]2[C:25]=1[CH:26]=[CH:27][N:28]=[CH:29]2.[H-].[Na+]. (2) The reactants are: [Br:1][C:2]1[CH:3]=[CH:4][C:5]([OH:11])=[C:6]([C:8](=[O:10])[CH3:9])[CH:7]=1.[F:12][C:13]1[CH:14]=[C:15]([CH:18]=[CH:19][CH:20]=1)[CH:16]=O. Given the product [Br:1][C:2]1[CH:7]=[C:6]2[C:5](=[CH:4][CH:3]=1)[O:11][CH:16]([C:15]1[CH:18]=[CH:19][CH:20]=[C:13]([F:12])[CH:14]=1)[CH2:9][C:8]2=[O:10], predict the reactants needed to synthesize it. (3) Given the product [C:16]([O:15][C:13]([NH:1][C@@H:2]([CH2:6][Si:7]([CH3:10])([CH3:9])[CH3:8])[C:3]([OH:5])=[O:4])=[O:14])([CH3:19])([CH3:18])[CH3:17], predict the reactants needed to synthesize it. The reactants are: [NH2:1][C@@H:2]([CH2:6][Si:7]([CH3:10])([CH3:9])[CH3:8])[C:3]([OH:5])=[O:4].[OH-].[K+].[C:13](O[C:13]([O:15][C:16]([CH3:19])([CH3:18])[CH3:17])=[O:14])([O:15][C:16]([CH3:19])([CH3:18])[CH3:17])=[O:14].